From a dataset of Peptide-MHC class II binding affinity with 134,281 pairs from IEDB. Regression. Given a peptide amino acid sequence and an MHC pseudo amino acid sequence, predict their binding affinity value. This is MHC class II binding data. (1) The peptide sequence is TPAAPAGAEPAGKAT. The MHC is HLA-DPA10201-DPB10101 with pseudo-sequence HLA-DPA10201-DPB10101. The binding affinity (normalized) is 0.0499. (2) The peptide sequence is AGWDTVLQSITTILA. The MHC is HLA-DQA10301-DQB10302 with pseudo-sequence HLA-DQA10301-DQB10302. The binding affinity (normalized) is 0.141. (3) The peptide sequence is KSAFQSSVASGFIGF. The MHC is DRB3_0101 with pseudo-sequence DRB3_0101. The binding affinity (normalized) is 0.598. (4) The peptide sequence is SLFFSAQPFEITAST. The MHC is DRB1_0401 with pseudo-sequence DRB1_0401. The binding affinity (normalized) is 0.733. (5) The peptide sequence is LNHVRIPIGYWAVNP. The MHC is DRB1_0101 with pseudo-sequence DRB1_0101. The binding affinity (normalized) is 0.703. (6) The MHC is HLA-DQA10102-DQB10502 with pseudo-sequence HLA-DQA10102-DQB10502. The peptide sequence is AEHQAIIRDVLTASD. The binding affinity (normalized) is 0.330. (7) The peptide sequence is SSYAATEVANAAAGQ. The MHC is DRB1_0401 with pseudo-sequence DRB1_0401. The binding affinity (normalized) is 0.0510. (8) The peptide sequence is VVIEELFNRIPETSV. The MHC is DRB1_1201 with pseudo-sequence DRB1_1201. The binding affinity (normalized) is 0.348. (9) The peptide sequence is EPFPKRVWEQIFSTW. The MHC is HLA-DQA10101-DQB10501 with pseudo-sequence HLA-DQA10101-DQB10501. The binding affinity (normalized) is 0.0659.